From a dataset of Peptide-MHC class II binding affinity with 134,281 pairs from IEDB. Regression. Given a peptide amino acid sequence and an MHC pseudo amino acid sequence, predict their binding affinity value. This is MHC class II binding data. The peptide sequence is KIIGGIGGFIKVRQYDQIPI. The MHC is DRB1_0405 with pseudo-sequence DRB1_0405. The binding affinity (normalized) is 0.203.